Dataset: Experimentally validated miRNA-target interactions with 360,000+ pairs, plus equal number of negative samples. Task: Binary Classification. Given a miRNA mature sequence and a target amino acid sequence, predict their likelihood of interaction. The miRNA is mmu-miR-365-3p with sequence UAAUGCCCCUAAAAAUCCUUAU. The protein sequence of the target gene is MAGGAWGRLACYLEFLKKEELKEFQLLLANKAHSRSSSGETPAQPEKTSGMEVASYLVAQYGEQRAWDLALHTWEQMGLRSLCAQAQEGAGHSPSFPYSPSEPHLGSPSQPTSTAVLMPWIHELPAGCTQGSERRVLRQLPDTSGRRWREISASLLYQALPSSPDHESPSQESPNAPTSTAVLGSWGSPPQPSLAPREQEAPGTQWPLDETSGIYYTEIREREREKSEKGRPPWAAVVGTPPQAHTSLQPHHHPWEPSVRESLCSTWPWKNEDFNQKFTQLLLLQRPHPRSQDPLVKRSW.... Result: 0 (no interaction).